Dataset: Full USPTO retrosynthesis dataset with 1.9M reactions from patents (1976-2016). Task: Predict the reactants needed to synthesize the given product. (1) Given the product [NH2:30][C:13]1([CH2:22][CH2:21][OH:25])[C:12]2[CH:11]=[C:10]([O:17][CH3:18])[CH:9]=[C:8]([F:19])[C:7]=2[O:6][C:5]2[C:14]1=[CH:15][C:2]([Br:1])=[CH:3][CH:4]=2, predict the reactants needed to synthesize it. The reactants are: [Br:1][C:2]1[CH:15]=[C:14]2[C:5]([O:6][C:7]3[C:8]([F:19])=[CH:9][C:10]([O:17][CH3:18])=[CH:11][C:12]=3[C:13]2=O)=[CH:4][CH:3]=1.[Cl-].[C:21]([O:25]C(=O)C[Zn+])(C)(C)[CH3:22].[N:30]([Si](C)(C)C)=[N+]=[N-].B(F)(F)F.CCOCC.[H-].[H-].[H-].[H-].[Li+].[Al+3]. (2) Given the product [C:1]([O:5][C:6]([N:8]1[CH2:13][CH2:12][CH:11]([N:14]2[C:18]3=[N:19][CH:20]=[N:21][C:22]([NH:27][C:26]4[CH:28]=[C:29]([F:33])[C:30]([F:32])=[CH:31][C:25]=4[F:24])=[C:17]3[CH:16]=[N:15]2)[CH2:10][CH2:9]1)=[O:7])([CH3:4])([CH3:3])[CH3:2], predict the reactants needed to synthesize it. The reactants are: [C:1]([O:5][C:6]([N:8]1[CH2:13][CH2:12][CH:11]([N:14]2[C:18]3=[N:19][CH:20]=[N:21][C:22](Cl)=[C:17]3[CH:16]=[N:15]2)[CH2:10][CH2:9]1)=[O:7])([CH3:4])([CH3:3])[CH3:2].[F:24][C:25]1[CH:31]=[C:30]([F:32])[C:29]([F:33])=[CH:28][C:26]=1[NH2:27]. (3) Given the product [CH2:17]([CH:18]1[CH2:23][CH2:22][CH2:21][N:20]([C:24]([O:26][C:27]([CH3:28])([CH3:29])[CH3:30])=[O:25])[CH2:19]1)[CH2:2][CH2:3][CH2:4][CH3:5], predict the reactants needed to synthesize it. The reactants are: [Li][CH2:2][CH2:3][CH2:4][CH3:5].CC1C=CC(S(O[CH2:17][CH:18]2[CH2:23][CH2:22][CH2:21][N:20]([C:24]([O:26][C:27]([CH3:30])([CH3:29])[CH3:28])=[O:25])[CH2:19]2)(=O)=O)=CC=1.[NH4+].[Cl-].[NH4+].[OH-]. (4) Given the product [C:13]([NH:1][CH:2]([CH:6]1[CH2:11][CH2:10][C:9](=[O:12])[CH2:8][CH2:7]1)[C:3]([OH:5])=[O:4])(=[O:20])[C:14]1[CH:19]=[CH:18][CH:17]=[CH:16][CH:15]=1, predict the reactants needed to synthesize it. The reactants are: [NH2:1][CH:2]([CH:6]1[CH2:11][CH2:10][CH:9]([OH:12])[CH2:8][CH2:7]1)[C:3]([OH:5])=[O:4].[C:13](Cl)(=[O:20])[C:14]1[CH:19]=[CH:18][CH:17]=[CH:16][CH:15]=1.CC(C)=O.OS(O)(=O)=O.O=[Cr](=O)=O. (5) Given the product [O:25]1[CH2:26][CH2:27][N:22]([C:3]2[C:2]([C:32]3[CH:33]=[N:28][CH:29]=[N:30][CH:31]=3)=[CH:21][C:6]([C:7]([NH:9][C:10]3[CH:15]=[CH:14][C:13]([O:16][C:17]([F:20])([F:19])[F:18])=[CH:12][CH:11]=3)=[O:8])=[CH:5][N:4]=2)[CH2:23][CH2:24]1, predict the reactants needed to synthesize it. The reactants are: Br[C:2]1[C:3]([N:22]2[CH2:27][CH2:26][O:25][CH2:24][CH2:23]2)=[N:4][CH:5]=[C:6]([CH:21]=1)[C:7]([NH:9][C:10]1[CH:15]=[CH:14][C:13]([O:16][C:17]([F:20])([F:19])[F:18])=[CH:12][CH:11]=1)=[O:8].[N:28]1[CH:33]=[C:32](B(O)O)[CH:31]=[N:30][CH:29]=1.[O-]P([O-])([O-])=O.[K+].[K+].[K+]. (6) Given the product [CH:11]([N:10]1[C:4]2[CH:3]=[C:2]([NH:21][CH2:20][C:19]3[CH:22]=[CH:23][C:16]([O:15][CH3:14])=[CH:17][CH:18]=3)[N:7]=[CH:6][C:5]=2[N:8]=[CH:9]1)([CH3:13])[CH3:12], predict the reactants needed to synthesize it. The reactants are: Br[C:2]1[N:7]=[CH:6][C:5]2[N:8]=[CH:9][N:10]([CH:11]([CH3:13])[CH3:12])[C:4]=2[CH:3]=1.[CH3:14][O:15][C:16]1[CH:23]=[CH:22][C:19]([CH2:20][NH2:21])=[CH:18][CH:17]=1.CC([O-])(C)C.[Na+].CC1(C)C2C(=C(P(C3C=CC=CC=3)C3C=CC=CC=3)C=CC=2)OC2C(P(C3C=CC=CC=3)C3C=CC=CC=3)=CC=CC1=2.